From a dataset of Full USPTO retrosynthesis dataset with 1.9M reactions from patents (1976-2016). Predict the reactants needed to synthesize the given product. The reactants are: [F:1][CH:2]([F:15])[O:3][C:4]1[CH:5]=[C:6]2[C:10](=[CH:11][CH:12]=1)[N:9]([CH3:13])[N:8]=[C:7]2I.[CH:16]([Mg]Cl)(C)C.[CH2:21]([Sn:25]([CH2:30][CH2:31][CH2:32][CH3:33])(Cl)[CH2:26][CH2:27][CH3:28])[CH2:22][CH2:23][CH3:24]. Given the product [F:1][CH:2]([F:15])[O:3][C:4]1[CH:5]=[C:6]2[C:10](=[CH:11][CH:12]=1)[N:9]([CH3:13])[N:8]=[C:7]2[Sn:25]([CH2:30][CH2:31][CH2:32][CH3:33])([CH2:26][CH2:27][CH2:28][CH3:16])[CH2:21][CH2:22][CH2:23][CH3:24], predict the reactants needed to synthesize it.